Dataset: Full USPTO retrosynthesis dataset with 1.9M reactions from patents (1976-2016). Task: Predict the reactants needed to synthesize the given product. (1) Given the product [CH3:1][O:2][C:3]1[CH:4]=[C:5]([CH:23]=[CH:24][C:25]=1[O:26][CH3:27])[CH2:6][CH:7]1[C:16]2[C:11](=[CH:12][C:13]([O:21][CH3:22])=[C:14]([O:17][CH:18]([CH3:20])[CH3:19])[CH:15]=2)[CH2:10][CH2:9][N:8]1[CH2:29][C:30]([NH:33][CH:34]1[C:42]2[C:37](=[CH:38][C:39]([F:43])=[CH:40][CH:41]=2)[CH2:36][CH2:35]1)=[O:31], predict the reactants needed to synthesize it. The reactants are: [CH3:1][O:2][C:3]1[CH:4]=[C:5]([CH:23]=[CH:24][C:25]=1[O:26][CH3:27])[CH2:6][CH:7]1[C:16]2[C:11](=[CH:12][C:13]([O:21][CH3:22])=[C:14]([O:17][CH:18]([CH3:20])[CH3:19])[CH:15]=2)[CH2:10][CH2:9][NH:8]1.Br[CH2:29][C:30](Br)=[O:31].[NH2:33][CH:34]1[C:42]2[C:37](=[CH:38][C:39]([F:43])=[CH:40][CH:41]=2)[CH2:36][CH2:35]1. (2) Given the product [NH2:12][C:8]1[N:9]=[C:10]2[C:5](=[CH:6][CH:7]=1)[N:4]=[CH:3][C:2]([C:16]#[N:17])=[CH:11]2, predict the reactants needed to synthesize it. The reactants are: Br[C:2]1[CH:11]=[C:10]2[C:5]([CH:6]=[CH:7][C:8]([NH:12]C(=O)C)=[N:9]2)=[N:4][CH:3]=1.[CH3:16][N:17](C=O)C.